Dataset: Catalyst prediction with 721,799 reactions and 888 catalyst types from USPTO. Task: Predict which catalyst facilitates the given reaction. (1) Reactant: [H-].[Al+3].[Li+].[H-].[H-].[H-].[CH2:7]([NH:14][C:15](=O)[C@@H:16]1[CH2:20][CH2:19][C:18](=O)[NH:17]1)[C:8]1[CH:13]=[CH:12][CH:11]=[CH:10][CH:9]=1.O.[OH-].[Na+]. Product: [C:8]1([CH2:7][NH:14][CH2:15][C@@H:16]2[CH2:20][CH2:19][CH2:18][NH:17]2)[CH:9]=[CH:10][CH:11]=[CH:12][CH:13]=1. The catalyst class is: 7. (2) Reactant: [CH:1]1([O:7][CH2:8][C@H:9]2[CH2:14][C@@H:13]([C:15]3[O:19][NH:18][C:17](=[O:20])[CH:16]=3)[CH2:12][CH2:11][N:10]2[C:21]([O:23][CH3:24])=[O:22])[CH2:6][CH2:5][CH2:4][CH2:3][CH2:2]1.CCCCCCC.CC(O)C. Product: [CH:1]1([O:7][CH2:8][C@H:9]2[CH2:14][C@@H:13]([C:15]3[O:19][NH:18][C:17](=[O:20])[CH:16]=3)[CH2:12][CH2:11][N:10]2[C:21]([O:23][CH3:24])=[O:22])[CH2:2][CH2:3][CH2:4][CH2:5][CH2:6]1.[CH:1]1([O:7][CH2:8][C@@H:9]2[CH2:14][C@H:13]([C:15]3[O:19][NH:18][C:17](=[O:20])[CH:16]=3)[CH2:12][CH2:11][N:10]2[C:21]([O:23][CH3:24])=[O:22])[CH2:2][CH2:3][CH2:4][CH2:5][CH2:6]1. The catalyst class is: 10. (3) Reactant: [Cl:1][C:2]1[CH:3]=[C:4]([CH:6]=[C:7]([Cl:9])[CH:8]=1)[NH2:5].[CH2:10](C(=O)C([O-])=O)[CH3:11].[CH3:17]/[CH:18]=[CH:19]\[C:20]1[CH:31]=[C:28]([O:29][CH3:30])[C:25]([O:26][CH3:27])=[CH:24][C:21]=1[O:22][CH3:23].F[C:33](F)(F)[C:34]([OH:36])=[O:35]. Product: [CH2:10]([O:36][C:34]([CH:33]1[CH:18]([CH3:17])[CH:19]([C:20]2[CH:31]=[C:28]([O:29][CH3:30])[C:25]([O:26][CH3:27])=[CH:24][C:21]=2[O:22][CH3:23])[C:3]2[C:4](=[CH:6][C:7]([Cl:9])=[CH:8][C:2]=2[Cl:1])[NH:5]1)=[O:35])[CH3:11]. The catalyst class is: 10. (4) Reactant: Cl[C:2]1[CH:7]=[CH:6][N:5]=[CH:4][C:3]=1[S:8]([N:11]1[CH2:16][CH2:15][N:14]([C:17]2[CH:22]=[CH:21][C:20]([C:23]([OH:32])([C:28]([F:31])([F:30])[F:29])[C:24]([F:27])([F:26])[F:25])=[CH:19][CH:18]=2)[CH2:13][CH2:12]1)(=[O:10])=[O:9].[OH-].[NH4+:34]. Product: [NH2:34][C:2]1[CH:7]=[CH:6][N:5]=[CH:4][C:3]=1[S:8]([N:11]1[CH2:16][CH2:15][N:14]([C:17]2[CH:22]=[CH:21][C:20]([C:23]([OH:32])([C:28]([F:31])([F:30])[F:29])[C:24]([F:27])([F:26])[F:25])=[CH:19][CH:18]=2)[CH2:13][CH2:12]1)(=[O:10])=[O:9]. The catalyst class is: 8. (5) Reactant: [CH3:1][N:2]1[CH2:7][CH2:6][N:5]([C:8]2[CH:13]=[CH:12][C:11]([NH:14][C:15]3[C:16]([C:28]([NH2:30])=[O:29])=[N:17][CH:18]=[C:19]([C:21]4[CH:26]=[CH:25][CH:24]=[C:23]([NH2:27])[CH:22]=4)[CH:20]=3)=[CH:10][CH:9]=2)[CH2:4][CH2:3]1.[F:31][C:32]([F:39])([F:38])[CH2:33][S:34](Cl)(=[O:36])=[O:35]. Product: [CH3:1][N:2]1[CH2:3][CH2:4][N:5]([C:8]2[CH:13]=[CH:12][C:11]([NH:14][C:15]3[C:16]([C:28]([NH2:30])=[O:29])=[N:17][CH:18]=[C:19]([C:21]4[CH:26]=[CH:25][CH:24]=[C:23]([NH:27][S:34]([CH2:33][C:32]([F:39])([F:38])[F:31])(=[O:36])=[O:35])[CH:22]=4)[CH:20]=3)=[CH:10][CH:9]=2)[CH2:6][CH2:7]1. The catalyst class is: 272.